From a dataset of Reaction yield outcomes from USPTO patents with 853,638 reactions. Predict the reaction yield, written as a fraction of the theoretical maximum amount of product (1.0 means a 100% yield; for example, 0.34 means a 34% yield). (1) The reactants are [C:1]([C:3]1[N:4]=[C:5]([C:8]([NH:10][C:11]2[CH:16]=[CH:15][C:14]([C:17]3([C:23](O)=[O:24])[CH2:22][CH2:21][O:20][CH2:19][CH2:18]3)=[CH:13][C:12]=2[C:26]2[CH2:31][CH2:30][CH2:29][CH2:28][CH:27]=2)=[O:9])[NH:6][CH:7]=1)#[N:2].ClC(OC)=O.CC[N:39](C(C)C)C(C)C.[OH-].[NH4+]. The catalyst is C1COCC1.CCOC(C)=O. The product is [C:23]([C:17]1([C:14]2[CH:15]=[CH:16][C:11]([NH:10][C:8]([C:5]3[NH:6][CH:7]=[C:3]([C:1]#[N:2])[N:4]=3)=[O:9])=[C:12]([C:26]3[CH2:31][CH2:30][CH2:29][CH2:28][CH:27]=3)[CH:13]=2)[CH2:18][CH2:19][O:20][CH2:21][CH2:22]1)(=[O:24])[NH2:39]. The yield is 0.320. (2) The reactants are C(NC(C)C)(C)C.[Br:8][C:9]1[CH:14]=[CH:13][N:12]=[C:11]2[N:15]([S:18]([C:21]3[CH:26]=[CH:25][C:24]([CH3:27])=[CH:23][CH:22]=3)(=[O:20])=[O:19])[CH:16]=[CH:17][C:10]=12.[I:28]I. The catalyst is C1COCC1. The product is [Br:8][C:9]1[CH:14]=[CH:13][N:12]=[C:11]2[N:15]([S:18]([C:21]3[CH:26]=[CH:25][C:24]([CH3:27])=[CH:23][CH:22]=3)(=[O:20])=[O:19])[C:16]([I:28])=[CH:17][C:10]=12. The yield is 0.700. (3) The catalyst is CO. The product is [C:38]([C:33]1[CH:34]=[C:35]2[C:30](=[C:31]([F:42])[CH:32]=1)[C:29](=[O:43])[N:28]([C:7]1[CH:8]=[CH:9][CH:10]=[C:11]([C:12]3[CH:17]=[C:16]([NH:18][C:19]4[CH:23]=[C:22]([CH3:24])[N:21]([CH3:25])[N:20]=4)[C:15](=[O:26])[N:14]([CH3:27])[N:13]=3)[C:6]=1[CH2:5][OH:4])[N:37]=[CH:36]2)([CH3:41])([CH3:39])[CH3:40]. The reactants are C([O:4][CH2:5][C:6]1[C:11]([C:12]2[CH:17]=[C:16]([NH:18][C:19]3[CH:23]=[C:22]([CH3:24])[N:21]([CH3:25])[N:20]=3)[C:15](=[O:26])[N:14]([CH3:27])[N:13]=2)=[CH:10][CH:9]=[CH:8][C:7]=1[N:28]1[N:37]=[CH:36][C:35]2[C:30](=[C:31]([F:42])[CH:32]=[C:33]([C:38]([CH3:41])([CH3:40])[CH3:39])[CH:34]=2)[C:29]1=[O:43])(=O)C.C(=O)([O-])[O-].[K+].[K+]. The yield is 0.440.